From a dataset of HIV replication inhibition screening data with 41,000+ compounds from the AIDS Antiviral Screen. Binary Classification. Given a drug SMILES string, predict its activity (active/inactive) in a high-throughput screening assay against a specified biological target. (1) The compound is CC(=O)NC1C(OCc2ccccc2)OC(COC(=O)CCCCCNc2ccc([N+](=O)[O-])c3[nH]c4ccc(O)cc4c(=O)c23)C(O)C1OC(C)C(=O)NC(C)C(=O)NC(CCC(=O)OCc1ccccc1)C(N)=O. The result is 0 (inactive). (2) The molecule is O=C(C#Cc1ccccc1)N1c2ccccc2CC1c1c[nH]c2ccccc12. The result is 0 (inactive). (3) The drug is O=C(OCC=C1C=C(OC(=O)c2ccccc2)C(=NN(C(=O)c2ccccc2)c2ccccc2)O1)c1ccccc1. The result is 0 (inactive).